Dataset: Catalyst prediction with 721,799 reactions and 888 catalyst types from USPTO. Task: Predict which catalyst facilitates the given reaction. (1) Reactant: [CH2:1]([C:5]1[CH:10]=[CH:9][C:8]([C:11]#[C:12][C:13]2[CH:40]=[CH:39][C:16]([CH2:17][N:18]([CH2:28][C:29]3[CH:38]=[CH:37][C:32]([C:33]([O:35]C)=[O:34])=[CH:31][CH:30]=3)[CH2:19][CH2:20][C:21]3[CH:26]=[CH:25][C:24]([Cl:27])=[CH:23][CH:22]=3)=[CH:15][CH:14]=2)=[CH:7][CH:6]=1)[CH2:2][CH2:3][CH3:4].[OH-].[Na+].Cl. Product: [CH2:1]([C:5]1[CH:6]=[CH:7][C:8]([C:11]#[C:12][C:13]2[CH:40]=[CH:39][C:16]([CH2:17][N:18]([CH2:28][C:29]3[CH:38]=[CH:37][C:32]([C:33]([OH:35])=[O:34])=[CH:31][CH:30]=3)[CH2:19][CH2:20][C:21]3[CH:26]=[CH:25][C:24]([Cl:27])=[CH:23][CH:22]=3)=[CH:15][CH:14]=2)=[CH:9][CH:10]=1)[CH2:2][CH2:3][CH3:4]. The catalyst class is: 5. (2) Product: [Cl:13][C:11]1[C:10]([CH2:14][C:15]([O:17][CH3:18])=[O:16])=[C:9]([N:19]([CH3:20])[CH3:21])[N:8]=[C:7]([CH2:6][C:5]2[CH:4]=[CH:3][C:2]([NH:1][C:67]([C:58]3[CH:59]=[CH:60][C:61]4[C:66](=[CH:65][CH:64]=[CH:63][CH:62]=4)[CH:57]=3)=[O:68])=[CH:23][CH:22]=2)[N:12]=1. The catalyst class is: 3. Reactant: [NH2:1][C:2]1[CH:23]=[CH:22][C:5]([CH2:6][C:7]2[N:12]=[C:11]([Cl:13])[C:10]([CH2:14][C:15]([O:17][CH3:18])=[O:16])=[C:9]([N:19]([CH3:21])[CH3:20])[N:8]=2)=[CH:4][CH:3]=1.C1CN([P+](ON2N=NC3C=CC=CC2=3)(N2CCCC2)N2CCCC2)CC1.F[P-](F)(F)(F)(F)F.[CH:57]1[C:66]2[C:61](=[CH:62][CH:63]=[CH:64][CH:65]=2)[CH:60]=[CH:59][C:58]=1[C:67](O)=[O:68].O. (3) Reactant: [CH3:1][C:2]1[N:7]=[C:6]([C:8]([OH:10])=O)[CH:5]=[CH:4][CH:3]=1.CN(C(ON1N=NC2C=CC=NC1=2)=[N+](C)C)C.F[P-](F)(F)(F)(F)F.CCN(C(C)C)C(C)C.[Br:44][C:45]1[CH:46]=[C:47]([NH2:55])[C:48]2[CH:49]=[N:50][N:51]([CH3:54])[C:52]=2[CH:53]=1. Product: [Br:44][C:45]1[CH:53]=[C:52]2[C:48]([CH:49]=[N:50][N:51]2[CH3:54])=[C:47]([NH:55][C:8]([C:6]2[CH:5]=[CH:4][CH:3]=[C:2]([CH3:1])[N:7]=2)=[O:10])[CH:46]=1. The catalyst class is: 18.